Predict the reactants needed to synthesize the given product. From a dataset of Full USPTO retrosynthesis dataset with 1.9M reactions from patents (1976-2016). (1) Given the product [CH2:1]([N:3]1[C:8]2[CH:9]=[CH:10][C:11]([N+:13]([O-:15])=[O:14])=[CH:12][C:7]=2[O:6][CH:5]([CH2:16][CH2:17][O:18][CH3:23])[C:4]1=[O:19])[CH3:2], predict the reactants needed to synthesize it. The reactants are: [CH2:1]([N:3]1[C:8]2[CH:9]=[CH:10][C:11]([N+:13]([O-:15])=[O:14])=[CH:12][C:7]=2[O:6][CH:5]([CH2:16][CH2:17][OH:18])[C:4]1=[O:19])[CH3:2].[H-].[Na+].I[CH3:23].O. (2) Given the product [OH:8][CH2:7][C:6]1[CH:11]=[CH:12][C:3]([C:1]#[N:2])=[CH:4][C:5]=1[O:13][C:14]1[CH:15]=[CH:16][C:17]([CH2:20][O:21][CH:22]2[CH2:27][CH2:26][O:25][CH2:24][CH2:23]2)=[CH:18][CH:19]=1, predict the reactants needed to synthesize it. The reactants are: [C:1]([C:3]1[CH:12]=[CH:11][C:6]([C:7](OC)=[O:8])=[C:5]([O:13][C:14]2[CH:19]=[CH:18][C:17]([CH2:20][O:21][CH:22]3[CH2:27][CH2:26][O:25][CH2:24][CH2:23]3)=[CH:16][CH:15]=2)[CH:4]=1)#[N:2].[BH4-].[Li+].O1CCCC1.O. (3) Given the product [Cl:21][C:17]1[CH:16]=[CH:15][CH:14]=[C:13]2[C:18]=1[CH:19]=[C:10]([O:9][CH3:8])[CH:11]=[CH:12]2, predict the reactants needed to synthesize it. The reactants are: N(OC(C)(C)C)=O.[CH3:8][O:9][C:10]1[CH:19]=[C:18]2[C:13]([CH:14]=[CH:15][CH:16]=[C:17]2N)=[CH:12][CH:11]=1.[ClH:21]. (4) Given the product [Br:1][C:2]1[CH:11]=[C:10]2[C:5]([NH:6][C@@H:7]([CH3:21])[CH2:8][N:9]2[C:12]2[C:14]3[CH:19]=[CH:18][CH:17]=[CH:16][C:15]=3[O:23][N:22]=2)=[CH:4][CH:3]=1, predict the reactants needed to synthesize it. The reactants are: [Br:1][C:2]1[CH:11]=[C:10]2[C:5]([NH:6][C@@H:7]([CH3:21])[CH2:8][N:9]2[C:12]([C:14]2[CH:19]=[CH:18][CH:17]=[CH:16][C:15]=2F)=S)=[CH:4][CH:3]=1.[NH2:22][OH:23].C(=O)([O-])[O-].[K+].[K+]. (5) Given the product [Br:1][C:2]1[CH:7]=[CH:6][C:5]([Cl:8])=[CH:4][C:3]=1[O:9][C@H:13]([CH2:12][CH:11]=[CH2:10])[CH3:14], predict the reactants needed to synthesize it. The reactants are: [Br:1][C:2]1[CH:7]=[CH:6][C:5]([Cl:8])=[CH:4][C:3]=1[OH:9].[CH3:10][C@@H:11](O)[CH2:12][CH:13]=[CH2:14].C1C=CC(P(C2C=CC=CC=2)C2C=CC=CC=2)=CC=1.CCOC(/N=N/C(OCC)=O)=O. (6) Given the product [CH3:23][C:17]1[CH:18]=[C:19]([CH3:22])[CH:20]=[CH:21][C:16]=1[C:15]1[C:10]2[N:11]([C:7]([C:5]([OH:6])=[O:4])=[C:8]([CH2:25][CH3:26])[N:9]=2)[N:12]=[C:13]([CH3:24])[CH:14]=1, predict the reactants needed to synthesize it. The reactants are: [OH-].[Na+].C[O:4][C:5]([C:7]1[N:11]2[N:12]=[C:13]([CH3:24])[CH:14]=[C:15]([C:16]3[CH:21]=[CH:20][C:19]([CH3:22])=[CH:18][C:17]=3[CH3:23])[C:10]2=[N:9][C:8]=1[CH2:25][CH3:26])=[O:6]. (7) Given the product [CH3:11][N:8]1[C:9]2[C:5](=[CH:4][CH:3]=[C:2]([C:23]3[CH:24]=[N:25][NH:26][CH:27]=3)[CH:10]=2)[C:6]([CH3:14])([CH3:13])[C:7]1=[O:12], predict the reactants needed to synthesize it. The reactants are: Br[C:2]1[CH:10]=[C:9]2[C:5]([C:6]([CH3:14])([CH3:13])[C:7](=[O:12])[N:8]2[CH3:11])=[CH:4][CH:3]=1.CC1(C)C(C)(C)OB([C:23]2[CH:24]=[N:25][N:26](C(OC(C)(C)C)=O)[CH:27]=2)O1.C(=O)([O-])[O-].[Na+].[Na+]. (8) Given the product [C:28]([Si:25]([CH3:27])([CH3:26])[O:32][CH2:33][CH2:34][NH:35][C:22](=[O:24])[CH2:21][CH2:20][NH:19][C@@H:16]([C:3]1[CH:4]=[CH:5][C:6]([F:15])=[C:7]([O:8][C:9]2[CH:10]=[CH:11][CH:12]=[CH:13][CH:14]=2)[C:2]=1[F:1])[CH2:17][CH3:18])([CH3:31])([CH3:30])[CH3:29], predict the reactants needed to synthesize it. The reactants are: [F:1][C:2]1[C:7]([O:8][C:9]2[CH:14]=[CH:13][CH:12]=[CH:11][CH:10]=2)=[C:6]([F:15])[CH:5]=[CH:4][C:3]=1[C@H:16]([NH:19][CH2:20][CH2:21][C:22]([OH:24])=O)[CH2:17][CH3:18].[Si:25]([O:32][CH2:33][CH2:34][NH2:35])([C:28]([CH3:31])([CH3:30])[CH3:29])([CH3:27])[CH3:26]. (9) Given the product [NH2:21][C:20]1[C:16]2[C:17](=[N:18][CH:23]=[CH:22][C:15]=2[N:11]2[CH2:12][CH2:13][CH2:14][N:8]([C:5]3[N:6]=[N:7][C:2]([Cl:1])=[CH:3][CH:4]=3)[CH2:9][CH2:10]2)[S:19][C:34]=1[C:35]([NH2:37])=[O:36], predict the reactants needed to synthesize it. The reactants are: [Cl:1][C:2]1[N:7]=[N:6][C:5]([N:8]2[CH2:14][CH2:13][CH2:12][N:11](/[C:15](/[CH3:22])=[C:16](/[C:20]#[N:21])\[C:17](=[S:19])[NH2:18])[CH2:10][CH2:9]2)=[CH:4][CH:3]=1.[CH3:23]OC(OC)N(C)C.[OH-].[Na+].Cl[CH2:34][C:35]([NH2:37])=[O:36].